Dataset: Merck oncology drug combination screen with 23,052 pairs across 39 cell lines. Task: Regression. Given two drug SMILES strings and cell line genomic features, predict the synergy score measuring deviation from expected non-interaction effect. (1) Drug 1: Cn1nnc2c(C(N)=O)ncn2c1=O. Drug 2: CCc1c2c(nc3ccc(O)cc13)-c1cc3c(c(=O)n1C2)COC(=O)C3(O)CC. Cell line: PA1. Synergy scores: synergy=3.37. (2) Drug 1: CC1(c2nc3c(C(N)=O)cccc3[nH]2)CCCN1. Drug 2: CNC(=O)c1cc(Oc2ccc(NC(=O)Nc3ccc(Cl)c(C(F)(F)F)c3)cc2)ccn1. Cell line: KPL1. Synergy scores: synergy=4.11. (3) Drug 1: CC1(c2nc3c(C(N)=O)cccc3[nH]2)CCCN1. Drug 2: Cn1cc(-c2cnn3c(N)c(Br)c(C4CCCNC4)nc23)cn1. Cell line: PA1. Synergy scores: synergy=7.44. (4) Drug 1: COC12C(COC(N)=O)C3=C(C(=O)C(C)=C(N)C3=O)N1CC1NC12. Drug 2: C=CCn1c(=O)c2cnc(Nc3ccc(N4CCN(C)CC4)cc3)nc2n1-c1cccc(C(C)(C)O)n1. Cell line: VCAP. Synergy scores: synergy=9.17.